Dataset: Forward reaction prediction with 1.9M reactions from USPTO patents (1976-2016). Task: Predict the product of the given reaction. (1) Given the reactants [Si:1]([O:18][CH2:19][C:20]1[C:25]([N:26]2[CH2:31][C@H:30]([CH3:32])[O:29][C@H:28]([CH3:33])[CH2:27]2)=[C:24]([F:34])[C:23]([F:35])=[CH:22][CH:21]=1)([C:14]([CH3:17])([CH3:16])[CH3:15])([C:8]1[CH:13]=[CH:12][CH:11]=[CH:10][CH:9]=1)[C:2]1[CH:7]=[CH:6][CH:5]=[CH:4][CH:3]=1.C([Li])(CC)C.CON(C)[C:44](=[O:46])[CH3:45].[NH4+].[Cl-], predict the reaction product. The product is: [Si:1]([O:18][CH2:19][C:20]1[C:25]([N:26]2[CH2:31][C@H:30]([CH3:32])[O:29][C@H:28]([CH3:33])[CH2:27]2)=[C:24]([F:34])[C:23]([F:35])=[C:22]([C:44](=[O:46])[CH3:45])[CH:21]=1)([C:14]([CH3:16])([CH3:17])[CH3:15])([C:2]1[CH:7]=[CH:6][CH:5]=[CH:4][CH:3]=1)[C:8]1[CH:13]=[CH:12][CH:11]=[CH:10][CH:9]=1. (2) Given the reactants Br[C:2]1[CH:7]=[CH:6][C:5]([Br:8])=[CH:4][N:3]=1.[Li]CCCC.[F:14][CH:15]([F:19])[C:16]([O-])=[O:17], predict the reaction product. The product is: [Br:8][C:5]1[CH:6]=[CH:7][C:2]([C:16](=[O:17])[CH:15]([F:19])[F:14])=[N:3][CH:4]=1. (3) Given the reactants [NH2:1][C:2]1[C:7]([C:8]2[CH:13]=[CH:12][C:11]([OH:14])=[CH:10][CH:9]=2)=[N:6][C:5](Br)=[CH:4][N:3]=1.[C:16]([C:19]1[CH:24]=[CH:23][C:22](B(O)O)=[CH:21][CH:20]=1)([OH:18])=[O:17].C([O-])([O-])=O.[Na+].[Na+], predict the reaction product. The product is: [NH2:1][C:2]1[N:3]=[CH:4][C:5]([C:22]2[CH:23]=[CH:24][C:19]([C:16]([OH:18])=[O:17])=[CH:20][CH:21]=2)=[N:6][C:7]=1[C:8]1[CH:13]=[CH:12][C:11]([OH:14])=[CH:10][CH:9]=1. (4) Given the reactants [Cl:1][C:2]1[C:3]([C:9]#[N:10])=[N:4][CH:5]=[C:6]([OH:8])[CH:7]=1.[F:11][CH:12]([F:15])[CH2:13]O.C1(P(C2C=CC=CC=2)C2C=CC=CC=2)C=CC=CC=1.CC(OC(/N=N/C(OC(C)C)=O)=O)C, predict the reaction product. The product is: [Cl:1][C:2]1[C:3]([C:9]#[N:10])=[N:4][CH:5]=[C:6]([O:8][CH2:13][CH:12]([F:15])[F:11])[CH:7]=1. (5) Given the reactants [CH3:1][CH:2]([CH3:21])[CH2:3][N:4]1[C:16]2[C:15]3[CH:14]=[CH:13][C:12]([OH:17])=[CH:11][C:10]=3[N:9]=[CH:8][C:7]=2[N:6]=[C:5]1[CH2:18][CH2:19][CH3:20].I[CH2:23][CH2:24][CH:25]1[CH2:30][CH2:29][N:28]([C:31]([O:33][C:34]([CH3:37])([CH3:36])[CH3:35])=[O:32])[CH2:27][CH2:26]1, predict the reaction product. The product is: [CH3:1][CH:2]([CH3:21])[CH2:3][N:4]1[C:16]2[C:15]3[CH:14]=[CH:13][C:12]([O:17][CH2:23][CH2:24][CH:25]4[CH2:26][CH2:27][N:28]([C:31]([O:33][C:34]([CH3:35])([CH3:37])[CH3:36])=[O:32])[CH2:29][CH2:30]4)=[CH:11][C:10]=3[N:9]=[CH:8][C:7]=2[N:6]=[C:5]1[CH2:18][CH2:19][CH3:20]. (6) Given the reactants [CH3:1][N:2]1[C:10]2[C:5](=[CH:6][CH:7]=[CH:8][CH:9]=2)[C:4](/[CH:11]=[CH:12]/[C:13](O)=[O:14])=[C:3]1[C:16]1[CH:21]=[CH:20][CH:19]=[CH:18][CH:17]=1.Cl.ON1C2C=CC=CC=2N=N1.[CH3:33][O:34][C:35]1[CH:42]=[CH:41][C:38]([CH2:39][NH2:40])=[CH:37][CH:36]=1, predict the reaction product. The product is: [CH3:33][O:34][C:35]1[CH:42]=[CH:41][C:38]([CH2:39][NH:40][C:13](=[O:14])/[CH:12]=[CH:11]/[C:4]2[C:5]3[C:10](=[CH:9][CH:8]=[CH:7][CH:6]=3)[N:2]([CH3:1])[C:3]=2[C:16]2[CH:21]=[CH:20][CH:19]=[CH:18][CH:17]=2)=[CH:37][CH:36]=1. (7) Given the reactants Cl[C:2]1[N:7]=[CH:6][C:5]([CH2:8][C:9]2[C:18]3[CH2:17][CH2:16][CH2:15][CH2:14][C:13]=3[N:12]=[C:11]([C:19]([NH:21][C@@H:22]3[C@@H:27]([OH:28])[CH2:26][O:25][CH2:24][CH2:23]3)=[O:20])[CH:10]=2)=[CH:4][CH:3]=1.C(=O)([O-])[O-].[Cs+].[Cs+].[CH3:35][N:36]1[CH:40]=[C:39](B2OC(C)(C)C(C)(C)O2)[CH:38]=[N:37]1.ClCCl, predict the reaction product. The product is: [CH3:35][N:36]1[CH:40]=[C:39]([C:2]2[N:7]=[CH:6][C:5]([CH2:8][C:9]3[C:18]4[CH2:17][CH2:16][CH2:15][CH2:14][C:13]=4[N:12]=[C:11]([C:19]([NH:21][C@@H:22]4[C@@H:27]([OH:28])[CH2:26][O:25][CH2:24][CH2:23]4)=[O:20])[CH:10]=3)=[CH:4][CH:3]=2)[CH:38]=[N:37]1. (8) The product is: [CH3:1][O:2][C:3]1[CH:4]=[C:5]([C:11]2[N:12]=[C:13]([NH:23][CH2:24][CH3:25])[S:14][C:15]=2[C:16]2[CH:21]=[CH:20][N:19]=[C:18]([NH:44][C:41]3[CH:42]=[N:43][C:38]([O:37][C@H:34]4[CH2:35][CH2:36][N:32]([CH2:31][CH2:30][S:27]([CH3:26])(=[O:29])=[O:28])[CH2:33]4)=[CH:39][CH:40]=3)[N:17]=2)[CH:6]=[C:7]([O:9][CH3:10])[CH:8]=1. Given the reactants [CH3:1][O:2][C:3]1[CH:4]=[C:5]([C:11]2[N:12]=[C:13]([NH:23][CH2:24][CH3:25])[S:14][C:15]=2[C:16]2[CH:21]=[CH:20][N:19]=[C:18](Cl)[N:17]=2)[CH:6]=[C:7]([O:9][CH3:10])[CH:8]=1.[CH3:26][S:27]([CH2:30][CH2:31][N:32]1[CH2:36][CH2:35][C@H:34]([O:37][C:38]2[N:43]=[CH:42][C:41]([NH2:44])=[CH:40][CH:39]=2)[CH2:33]1)(=[O:29])=[O:28].CC(O)C.Cl, predict the reaction product.